From a dataset of Experimentally validated miRNA-target interactions with 360,000+ pairs, plus equal number of negative samples. Binary Classification. Given a miRNA mature sequence and a target amino acid sequence, predict their likelihood of interaction. (1) The miRNA is ath-miR397a with sequence UCAUUGAGUGCAGCGUUGAUG. The protein sequence of the target gene is MSLQRFLQRQGSNGNLEYCADSAYGSYSVLTGQLTMEDNRRIQVLADTVATLPRGRKQLALARSSSLGDFSWSQRKVVTVEKQDNGTFGFEIQTYRLQNQNICSSEVCTMICKVQEDSPAHCAGLQVGDIFANVNGVSTEGFTHKQVVDLIRSSGNLLTIETLNGTMIHRRAELEAKLQTLKQTLKKKWVELRSLHLQEQRLLHGDTANSPNLENMDLDESSLFGNLLGPSPALLDRHRLSSESSCKSWLSSLTVDSEDGYRSSMSEDSIRGAFSRQTSTDDECFHSKDGDEILRNASSR.... Result: 0 (no interaction). (2) The miRNA is hsa-miR-6816-5p with sequence UGGGGCGGGGCAGGUCCCUGC. The protein sequence of the target gene is MSLQVLNDKNVSNEKNTENCDFLFSPPEVTGRSSVLRVSQKENVPPKNLAKAMKVTFQTPLRDPQTHRILSPSMASKLEAPFTQDDTLGLENSHPVWTQKENQQLIKEVDAKTTHGILQKPVEADTDLLGDASPAFGSGSSSESGPGALADLDCSSSSQSPGSSENQMVSPGKVSGSPEQAVEENLSSYSLDRRVTPASETLEDPCRTESQHKAETPHGAEEECKAETPHGAEEECRHGGVCAPAAVATSPPGAIPKEACGGAPLQGLPGEALGCPAGVGTPVPADGTQTLTCAHTSAPE.... Result: 1 (interaction). (3) The miRNA is hsa-miR-8068 with sequence UGUUUGUUGUAAGGAUCGUUGU. The protein sequence of the target gene is MAAPVDGSSGGWAARALRRALALTSLTTLALLASLTGLLLSGPAGALPTLGPGWQRQNPDPPVSRTRSLLLDAASGQLRLEDGFHPDAVAWANLTNAIRETGWAYLDLSTNGRYNDSLQAYAAGVVEASVSEELIYMHWMNTVVNYCGPFEYEVGYCEKLKNFLEANLEWMQREMELNPDSPYWHQVRLTLLQLKGLEDSYEGRLTFPTGRFTIKPLGFLLLQISGDLEDLEPALNKTNTKPSLGSGSCSALIKLLPGGHDLLVAHNTWNSYQNMLRIIKKYRLQFREGPQEEYPLVAGN.... Result: 0 (no interaction). (4) The miRNA is mmu-miR-344e-3p with sequence GAUAUAACCAAAGCCUGACUAU. The protein sequence of the target gene is MFKKLKQKISEEQQQLQQALAPAQASSSSSTPTRTRSRTSSFTDQLDDVTPNRENASTQATKSPDGVSKDESSPSQSGDTQTFAQKLQLRVPSMESLFRSPIKESLFRSSKEPLVRTSSRESLNQLDLDCSAAAFDPPSDMESEAEDAPWNSDGLSREQLLQRLRRMERSLSSYRGKYSELVTAFQTLQREKKKLQGILSQSQDKSLRRISELREELQMDQQAKKHLQDEFDACLEEKDQYISVLQTQVSLLKQRLQNGPMNVDAPKPLPPGELQAEVHGDTEKMEGVGEPVGGGTSAKT.... Result: 0 (no interaction). (5) The miRNA is mmu-miR-466a-3p with sequence UAUACAUACACGCACACAUAAGA. The protein sequence of the target gene is MEINHPDQLSVEHPTPPGDSSSLNQNGPGKQDGERCSTSGQAPEQEGSLHPEKGAHDVAEELSRQLEDIISTYGSAASPRGKESTSETKEQPPNTEAPDNEDVDYEETTEEIDREPTAPEEPAAAKEPVSNKEQKLEKKILKGLGKEANLLMQNLNKLQAPEEKLDFLFKKYTELLDEHRTEQKKLKLLLKQQAQTQREKDQLQSEHNRAVLARSKLESLCRELQRHNKTLKEETLQRAREEEEKRKEITSHFQTTLTDIQTQIEQQSERNMKLCQENTELAEKLKSIIDQYELREEHLD.... Result: 1 (interaction).